This data is from Forward reaction prediction with 1.9M reactions from USPTO patents (1976-2016). The task is: Predict the product of the given reaction. (1) Given the reactants [NH:1]1[CH:5]=[C:4]([C:6]2[CH:7]=[N:8][CH:9]=[CH:10][CH:11]=2)[N:3]=[CH:2]1.[H-].[Na+].[CH2:14](Br)[C:15]#[CH:16], predict the reaction product. The product is: [CH2:16]([N:1]1[CH:5]=[C:4]([C:6]2[CH:7]=[N:8][CH:9]=[CH:10][CH:11]=2)[N:3]=[CH:2]1)[C:15]#[CH:14]. (2) Given the reactants Br[C:2]1[CH:10]=[C:9]([F:11])[C:8]2[N:7]([CH3:12])[C:6]3[CH2:13][CH:14]4[NH:18][CH:17]([C:5]=3[C:4]=2[C:3]=1[C:19]([O:21][C:22]([CH3:25])([CH3:24])[CH3:23])=[O:20])[CH2:16][CH2:15]4.[C:26]1([S:32](C2C=CC=CC=2)(=[O:34])=[O:33])[CH:31]=[CH:30][CH:29]=[CH:28][CH:27]=1, predict the reaction product. The product is: [C:26]1([S:32]([C:2]2[CH:10]=[C:9]([F:11])[C:8]3[N:7]([CH3:12])[C:6]4[CH2:13][CH:14]5[NH:18][CH:17]([C:5]=4[C:4]=3[C:3]=2[C:19]([O:21][C:22]([CH3:25])([CH3:24])[CH3:23])=[O:20])[CH2:16][CH2:15]5)(=[O:34])=[O:33])[CH:31]=[CH:30][CH:29]=[CH:28][CH:27]=1. (3) Given the reactants [CH3:1][O:2][C:3]1[CH:17]=[CH:16][CH:15]=[CH:14][C:4]=1[CH2:5][C:6]1[O:10][N:9]=[C:8]([C:11]([OH:13])=O)[CH:7]=1.[O:18]1[CH2:22][CH2:21][CH:20]([CH2:23][NH2:24])[CH2:19]1.ON1C2C=CC=CC=2N=N1.Cl.C(N=C=NCCCN(C)C)C, predict the reaction product. The product is: [O:18]1[CH2:22][CH2:21][CH:20]([CH2:23][NH:24][C:11]([C:8]2[CH:7]=[C:6]([CH2:5][C:4]3[CH:14]=[CH:15][CH:16]=[CH:17][C:3]=3[O:2][CH3:1])[O:10][N:9]=2)=[O:13])[CH2:19]1. (4) Given the reactants Cl[CH2:2][C:3]1[C:4]([S:9][CH:10]2[CH2:14][CH2:13][CH2:12][CH2:11]2)=[N:5][CH:6]=[CH:7][CH:8]=1.C[O:16][C:17]([CH:19]1[CH2:21][CH:20]1[C:22]1[CH:27]=[CH:26][C:25]([OH:28])=[C:24]([F:29])[CH:23]=1)=[O:18], predict the reaction product. The product is: [CH:10]1([S:9][C:4]2[C:3]([CH2:2][O:28][C:25]3[CH:26]=[CH:27][C:22]([CH:20]4[CH2:21][CH:19]4[C:17]([OH:18])=[O:16])=[CH:23][C:24]=3[F:29])=[CH:8][CH:7]=[CH:6][N:5]=2)[CH2:14][CH2:13][CH2:12][CH2:11]1. (5) The product is: [OH:6][C:7]1[CH:20]=[CH:19][C:10]2[NH:11][C:12](=[O:18])[CH2:13][N:14]([CH3:17])[C:15](=[O:16])[C:9]=2[CH:8]=1. Given the reactants B(Br)(Br)Br.C[O:6][C:7]1[CH:20]=[CH:19][C:10]2[NH:11][C:12](=[O:18])[CH2:13][N:14]([CH3:17])[C:15](=[O:16])[C:9]=2[CH:8]=1, predict the reaction product. (6) Given the reactants Br[CH2:2][C:3]1[CH:8]=[CH:7][N:6]=[C:5]([C:9]([NH:11][C:12]([CH3:15])([CH3:14])[CH3:13])=[O:10])[CH:4]=1.[CH:16]1([CH2:20][NH:21][C:22]([NH:24][C:25]2[CH:30]=[CH:29][C:28]([C:31]([N:33]3[CH2:38][CH2:37]NCC3)=[O:32])=[CH:27][C:26]=2[F:39])=[O:23])[CH2:19][CH2:18]C1.C(=O)([O-])[O-].[K+].[K+].[C:46](#[N:48])[CH3:47], predict the reaction product. The product is: [C:12]([NH:11][C:9](=[O:10])[C:5]1[CH:4]=[C:3]([CH2:2][N:48]2[CH2:37][CH2:38][N:33]([C:31](=[O:32])[C:28]3[CH:29]=[CH:30][C:25]([NH:24][C:22]([NH:21][CH:20]4[CH2:18][CH2:19][CH2:16]4)=[O:23])=[C:26]([F:39])[CH:27]=3)[CH2:47][CH2:46]2)[CH:8]=[CH:7][N:6]=1)([CH3:15])([CH3:14])[CH3:13]. (7) Given the reactants IC.[Br:3][C:4]1[C:9]([CH3:10])=[CH:8][N:7]=[C:6]([OH:11])[C:5]=1[CH3:12].[CH:13](Cl)(Cl)Cl.O, predict the reaction product. The product is: [Br:3][C:4]1[C:9]([CH3:10])=[CH:8][N:7]=[C:6]([O:11][CH3:13])[C:5]=1[CH3:12]. (8) Given the reactants C1(P(C2CCCCC2)C2C=CC=CC=2C2C(C(C)C)=CC(C(C)C)=CC=2C(C)C)CCCCC1.[O:35]1[CH2:40][CH2:39][N:38]([C:41]2[CH:46]=[C:45]([NH2:47])[C:44]([C:48]3[CH:49]=[N:50][CH:51]=[N:52][CH:53]=3)=[CH:43][N:42]=2)[CH2:37][CH2:36]1.Cl[C:55]1[C:64]2[C:59](=[C:60]([Cl:65])[CH:61]=[CH:62][CH:63]=2)[N:58]=[C:57]([C:66]2[CH:71]=[CH:70][CH:69]=[CH:68][N:67]=2)[C:56]=1[CH3:72].CC(C)([O-])C.[Na+], predict the reaction product. The product is: [Cl:65][C:60]1[CH:61]=[CH:62][CH:63]=[C:64]2[C:59]=1[N:58]=[C:57]([C:66]1[CH:71]=[CH:70][CH:69]=[CH:68][N:67]=1)[C:56]([CH3:72])=[C:55]2[NH:47][C:45]1[C:44]([C:48]2[CH:53]=[N:52][CH:51]=[N:50][CH:49]=2)=[CH:43][N:42]=[C:41]([N:38]2[CH2:37][CH2:36][O:35][CH2:40][CH2:39]2)[CH:46]=1.